Dataset: Peptide-MHC class II binding affinity with 134,281 pairs from IEDB. Task: Regression. Given a peptide amino acid sequence and an MHC pseudo amino acid sequence, predict their binding affinity value. This is MHC class II binding data. (1) The peptide sequence is AVFEAALTKAITAMT. The MHC is HLA-DPA10301-DPB10402 with pseudo-sequence HLA-DPA10301-DPB10402. The binding affinity (normalized) is 0.370. (2) The peptide sequence is DFNEFISFCNANPGL. The MHC is HLA-DQA10102-DQB10602 with pseudo-sequence HLA-DQA10102-DQB10602. The binding affinity (normalized) is 0.678. (3) The peptide sequence is QDVLLFTPASTEPQS. The MHC is DRB3_0101 with pseudo-sequence DRB3_0101. The binding affinity (normalized) is 0.109. (4) The peptide sequence is YDKFLANVSIVLTGK. The MHC is DRB1_0101 with pseudo-sequence DRB1_0101. The binding affinity (normalized) is 0.796. (5) The binding affinity (normalized) is 0.346. The MHC is HLA-DQA10501-DQB10303 with pseudo-sequence HLA-DQA10501-DQB10303. The peptide sequence is EMTYKNKVVKVLRPA. (6) The peptide sequence is KFGVAKKANVYAVKV. The MHC is HLA-DQA10501-DQB10201 with pseudo-sequence HLA-DQA10501-DQB10201. The binding affinity (normalized) is 0.362. (7) The MHC is DRB3_0101 with pseudo-sequence DRB3_0101. The binding affinity (normalized) is 0.353. The peptide sequence is LRPTFDTRLMRLEDE.